Dataset: Reaction yield outcomes from USPTO patents with 853,638 reactions. Task: Predict the reaction yield, written as a fraction of the theoretical maximum amount of product (1.0 means a 100% yield; for example, 0.34 means a 34% yield). (1) No catalyst specified. The yield is 0.250. The product is [Cl:23][C:24]1[N:32]=[CH:31][CH:30]=[CH:29][C:25]=1[C:26]([NH:22][C:13]1[C:14]([N:15]2[CH2:20][CH2:19][N:18]([CH3:21])[CH2:17][CH2:16]2)=[C:2]([Cl:1])[CH:3]=[C:4]2[C:12]=1[NH:11][C:10]1[CH:9]=[N:8][CH:7]=[CH:6][C:5]2=1)=[O:27]. The reactants are [Cl:1][C:2]1[CH:3]=[C:4]2[C:12](=[C:13]([NH2:22])[C:14]=1[N:15]1[CH2:20][CH2:19][N:18]([CH3:21])[CH2:17][CH2:16]1)[NH:11][C:10]1[CH:9]=[N:8][CH:7]=[CH:6][C:5]2=1.[Cl:23][C:24]1[N:32]=[CH:31][CH:30]=[CH:29][C:25]=1[C:26](O)=[O:27]. (2) The reactants are [NH2:1][C:2]1[C:11]([S:12]CC2C=CC=CC=2)=[CH:10][C:5]([C:6]([O:8][CH3:9])=[O:7])=[C:4]([NH:20][C:21]2[CH:26]=[CH:25][CH:24]=[CH:23][C:22]=2[Cl:27])[C:3]=1[F:28].Cl.[N:30]([O-])=O.[Na+].C([O-])(O)=O.[Na+]. The catalyst is C(O)(=O)C.O. The product is [F:28][C:3]1[C:2]2[N:1]=[N:30][S:12][C:11]=2[CH:10]=[C:5]([C:6]([O:8][CH3:9])=[O:7])[C:4]=1[NH:20][C:21]1[CH:26]=[CH:25][CH:24]=[CH:23][C:22]=1[Cl:27]. The yield is 0.901. (3) The reactants are [CH3:1][O:2][C:3]1[C:12]2[N:11]=[N:10][C:9]3=[C:13]([CH3:23])[N:14]=[C:15]([C:16]4[CH:21]=[CH:20][N:19]=[CH:18][C:17]=4[CH3:22])[N:8]3[C:7]=2[CH:6]=[C:5]([OH:24])[CH:4]=1.C(=O)([O-])[O-].[K+].[K+].CN(C=O)C.Cl[C:37]([F:42])([F:41])C([O-])=O.[Na+]. The catalyst is O.C(OCC)(=O)C. The product is [F:41][CH:37]([F:42])[O:24][C:5]1[CH:4]=[C:3]([O:2][CH3:1])[C:12]2[N:11]=[N:10][C:9]3=[C:13]([CH3:23])[N:14]=[C:15]([C:16]4[CH:21]=[CH:20][N:19]=[CH:18][C:17]=4[CH3:22])[N:8]3[C:7]=2[CH:6]=1. The yield is 0.562. (4) No catalyst specified. The yield is 0.610. The product is [C:14]([NH:1][C:2]1[CH:10]=[CH:9][CH:8]=[C:4]2[C:5]([O:13][C:11](=[O:12])[C:3]=12)=[O:7])(=[O:16])[CH3:15]. The reactants are [NH2:1][C:2]1[CH:10]=[CH:9][CH:8]=[C:4]([C:5]([OH:7])=O)[C:3]=1[C:11]([OH:13])=[O:12].[C:14](OC(=O)C)(=[O:16])[CH3:15]. (5) The reactants are [N+:1]([C:4]1[CH:5]=[N:6][NH:7][CH:8]=1)([O-:3])=[O:2].C[O:10][C:11](=[O:15])[CH2:12][CH2:13]Br.C(=O)([O-])[O-].[K+].[K+].[OH-].[Li+]. The catalyst is CN(C=O)C.CO. The product is [N+:1]([C:4]1[CH:5]=[N:6][N:7]([CH2:13][CH2:12][C:11]([OH:15])=[O:10])[CH:8]=1)([O-:3])=[O:2]. The yield is 1.00. (6) The reactants are O.[NH2:2][NH2:3].F[C:5]1[CH:12]=[CH:11][C:8]([C:9]#[N:10])=[CH:7][C:6]=1[CH3:13]. The catalyst is O. The product is [NH:2]([C:5]1[CH:12]=[CH:11][C:8]([C:9]#[N:10])=[CH:7][C:6]=1[CH3:13])[NH2:3]. The yield is 0.790. (7) The reactants are [OH:1][C:2]1[CH:12]=[CH:11][C:5]([C:6]([O:8][CH2:9][CH3:10])=[O:7])=[CH:4][C:3]=1[O:13][CH3:14].C([NH:22][CH2:23][CH2:24]O)(OC(C)(C)C)=O.C1C=CC(P(C2C=CC=CC=2)C2C=CC=CC=2)=CC=1.CC(OC(/N=N/C(OC(C)C)=O)=O)C. The catalyst is C1COCC1.C(Cl)Cl.C(O)(C(F)(F)F)=O. The product is [CH3:14][O:13][C:3]1[CH:4]=[C:5]([CH:11]=[CH:12][C:2]=1[O:1][CH2:24][CH2:23][NH2:22])[C:6]([O:8][CH2:9][CH3:10])=[O:7]. The yield is 0.900. (8) The reactants are [Cl:1][C:2]1[CH:8]=[C:7]([O:9][C:10]2[C:19]3[C:14](=[CH:15][C:16]([O:22][CH3:23])=[C:17]([O:20][CH3:21])[CH:18]=3)[N:13]=[CH:12][N:11]=2)[CH:6]=[CH:5][C:3]=1[NH2:4].C1(C)C=CC=CC=1.C(N(CC)CC)C.Cl[C:39](Cl)([O:41][C:42](=[O:48])OC(Cl)(Cl)Cl)Cl.[F:50][C:51]([F:61])([F:60])[C:52]1[CH:59]=[CH:58][C:55](CO)=[CH:54][CH:53]=1. The catalyst is C(Cl)Cl. The product is [Cl:1][C:2]1[CH:8]=[C:7]([O:9][C:10]2[C:19]3[C:14](=[CH:15][C:16]([O:22][CH3:23])=[C:17]([O:20][CH3:21])[CH:18]=3)[N:13]=[CH:12][N:11]=2)[CH:6]=[CH:5][C:3]=1[NH:4][C:42](=[O:48])[O:41][CH2:39][C:55]1[CH:58]=[CH:59][C:52]([C:51]([F:61])([F:60])[F:50])=[CH:53][CH:54]=1. The yield is 0.410. (9) The reactants are [CH3:1]COCC.CC(C)([O-])C.[K+].C(OCC[O:18][C:19]1[CH:24]=[CH:23][C:22]([C:25](=O)[CH2:26][CH2:27][C:28]2[N:29]=[C:30]([C:36]3[CH:41]=[CH:40][C:39]([Cl:42])=[CH:38][C:37]=3[Cl:43])[O:31][C:32]=2[CH:33]([CH3:35])[CH3:34])=[CH:21][C:20]=1[CH3:45])(=O)C.[C:46]([O:49][CH2:50][CH3:51])(=[O:48])[CH3:47]. The catalyst is [Br-].C[P+](C1C=CC=CC=1)(C1C=CC=CC=1)C1C=CC=CC=1. The product is [Cl:43][C:37]1[CH:38]=[C:39]([Cl:42])[CH:40]=[CH:41][C:36]=1[C:30]1[O:31][C:32]([CH:33]([CH3:34])[CH3:35])=[C:28]([CH2:27][CH2:26][C:25]([C:22]2[CH:23]=[CH:24][C:19]([O:18][CH2:47][C:46]([O:49][CH2:50][CH3:51])=[O:48])=[C:20]([CH3:45])[CH:21]=2)=[CH2:1])[N:29]=1. The yield is 0.290.